This data is from Reaction yield outcomes from USPTO patents with 853,638 reactions. The task is: Predict the reaction yield, written as a fraction of the theoretical maximum amount of product (1.0 means a 100% yield; for example, 0.34 means a 34% yield). (1) The reactants are [Cl:1][C:2]1[C:6]([N:7]([CH2:14][CH3:15])[C:8](=[O:13])[CH2:9][CH2:10][S:11][CH3:12])=[CH:5][N:4]([C:16]2[CH:17]=[N:18][CH:19]=[CH:20][CH:21]=2)[N:3]=1.B1([O-])O[O:23]1.O.O.O.O.[Na+].C([O-])(O)=O.[Na+].C(OCC)(=O)C. The catalyst is C(O)(=O)C. The product is [Cl:1][C:2]1[C:6]([N:7]([CH2:14][CH3:15])[C:8](=[O:13])[CH2:9][CH2:10][S:11]([CH3:12])=[O:23])=[CH:5][N:4]([C:16]2[CH:17]=[N:18][CH:19]=[CH:20][CH:21]=2)[N:3]=1. The yield is 0.400. (2) The reactants are CO[C:3](=[O:31])[C:4]1[CH:9]=[CH:8][C:7]([N:10]2[C:14]([CH3:16])([CH3:15])[C:13](=[O:17])[N:12]([C:18]3[CH:23]=[CH:22][C:21]([C:24]#[N:25])=[C:20]([C:26]([F:29])([F:28])[F:27])[CH:19]=3)[C:11]2=[S:30])=[CH:6][CH:5]=1.[CH3:32][NH2:33]. No catalyst specified. The product is [C:24]([C:21]1[CH:22]=[CH:23][C:18]([N:12]2[C:13](=[O:17])[C:14]([CH3:15])([CH3:16])[N:10]([C:7]3[CH:8]=[CH:9][C:4]([C:3]([NH:33][CH3:32])=[O:31])=[CH:5][CH:6]=3)[C:11]2=[S:30])=[CH:19][C:20]=1[C:26]([F:29])([F:28])[F:27])#[N:25]. The yield is 0.510. (3) The reactants are [Cl:1][C:2]1[CH:25]=[CH:24][C:23]([C:26]([F:29])([F:28])[F:27])=[CH:22][C:3]=1[O:4][CH:5]1[CH2:10][CH2:9][N:8]([C:11](=[O:21])[CH2:12][NH:13][C:14]2[C:15](=[O:20])[NH:16][N:17]=[CH:18][CH:19]=2)[CH2:7][CH2:6]1.C([O-])([O-])=O.[K+].[K+].[F:36][C:37]([F:43])([F:42])[CH2:38][CH2:39][CH2:40]I. The catalyst is CN(C=O)C. The yield is 0.670. The product is [Cl:1][C:2]1[CH:25]=[CH:24][C:23]([C:26]([F:29])([F:27])[F:28])=[CH:22][C:3]=1[O:4][CH:5]1[CH2:10][CH2:9][N:8]([C:11](=[O:21])[CH2:12][NH:13][C:14]2[C:15](=[O:20])[N:16]([CH2:40][CH2:39][CH2:38][C:37]([F:43])([F:42])[F:36])[N:17]=[CH:18][CH:19]=2)[CH2:7][CH2:6]1. (4) The reactants are [NH2:1][C:2]1[CH:3]=[C:4]([N:11]2[CH2:16][CH2:15][N:14]([C:17]([O:19][C:20]([CH3:23])([CH3:22])[CH3:21])=[O:18])[CH2:13][CH2:12]2)[C:5]2[O:9][CH:8]=[CH:7][C:6]=2[CH:10]=1.[Cl:24][C:25]1[CH:30]=[CH:29][CH:28]=[CH:27][C:26]=1[S:31](Cl)(=[O:33])=[O:32].N1C=CC=CC=1. The catalyst is C(Cl)Cl. The product is [Cl:24][C:25]1[CH:30]=[CH:29][CH:28]=[CH:27][C:26]=1[S:31]([NH:1][C:2]1[CH:3]=[C:4]([N:11]2[CH2:16][CH2:15][N:14]([C:17]([O:19][C:20]([CH3:23])([CH3:22])[CH3:21])=[O:18])[CH2:13][CH2:12]2)[C:5]2[O:9][CH:8]=[CH:7][C:6]=2[CH:10]=1)(=[O:33])=[O:32]. The yield is 0.720. (5) The reactants are [F:1][C:2]1[CH:7]=[CH:6][C:5]([CH2:8][C:9]2[CH:18]=[C:17]3[C:12]([C:13]([OH:26])=[C:14]([C:21](OCC)=[O:22])[C:15](=[O:20])[N:16]3[CH3:19])=[N:11][CH:10]=2)=[CH:4][CH:3]=1.[NH2:27][CH2:28][C@@H:29]([OH:32])[CH2:30][OH:31]. No catalyst specified. The product is [OH:32][C@@H:29]([CH2:30][OH:31])[CH2:28][NH:27][C:21]([C:14]1[C:15](=[O:20])[N:16]([CH3:19])[C:17]2[C:12]([C:13]=1[OH:26])=[N:11][CH:10]=[C:9]([CH2:8][C:5]1[CH:4]=[CH:3][C:2]([F:1])=[CH:7][CH:6]=1)[CH:18]=2)=[O:22]. The yield is 0.680. (6) The reactants are C(=O)([O-])[O-].[Na+].[Na+].[CH:7]1[C:19]2[CH2:18][C:17]3[C:12](=[CH:13][CH:14]=[C:15]([NH2:20])[CH:16]=3)[C:11]=2[CH:10]=[CH:9][C:8]=1[NH2:21].[O:22](C(OC(C)(C)C)=O)[C:23]([O:25][C:26]([CH3:29])([CH3:28])[CH3:27])=O. The catalyst is O1CCOCC1.O. The product is [C:26]([O:25][C:23](=[O:22])[NH:21][C:8]1[CH:9]=[CH:10][C:11]2[C:12]3[C:17](=[CH:16][C:15]([NH2:20])=[CH:14][CH:13]=3)[CH2:18][C:19]=2[CH:7]=1)([CH3:29])([CH3:28])[CH3:27]. The yield is 0.430. (7) The reactants are [C:1]1([C:7]([O:9][C@H:10]2[CH2:20][O:19][C@H:12]3[C@H:13]([OH:18])[C@H:14]([O:17][C@@H:11]23)[O:15][CH3:16])=[O:8])[CH:6]=[CH:5][CH:4]=[CH:3][CH:2]=1.[CH3:21]I. The catalyst is CN(C=O)C.C(OCC)(=O)C.[Ag-]=O. The product is [CH3:21][O:18][C@H:13]1[C@@H:12]2[O:19][CH2:20][C@H:10]([O:9][C:7]([C:1]3[CH:2]=[CH:3][CH:4]=[CH:5][CH:6]=3)=[O:8])[C@@H:11]2[O:17][C@@H:14]1[O:15][CH3:16]. The yield is 0.760.